This data is from Catalyst prediction with 721,799 reactions and 888 catalyst types from USPTO. The task is: Predict which catalyst facilitates the given reaction. (1) Reactant: [CH:1]1([C:4]2[NH:8][N:7]=[C:6]([NH:9][C:10]3[CH:11]=[C:12]([NH:18][C@H:19]([C:21]4[CH:26]=[CH:25][C:24]([F:27])=[CH:23][CH:22]=4)[CH3:20])[C:13]([F:17])=[CH:14][C:15]=3[NH2:16])[CH:5]=2)[CH2:3][CH2:2]1.[C:28](O)(=O)C.C(N)=N.C(=O)(O)[O-].[Na+].CCOC(C)=O. Product: [CH:1]1([C:4]2[NH:8][N:7]=[C:6]([N:9]3[C:10]4[CH:11]=[C:12]([NH:18][C@H:19]([C:21]5[CH:22]=[CH:23][C:24]([F:27])=[CH:25][CH:26]=5)[CH3:20])[C:13]([F:17])=[CH:14][C:15]=4[N:16]=[CH:28]3)[CH:5]=2)[CH2:3][CH2:2]1. The catalyst class is: 14. (2) Reactant: C1([O:7][C:8](=O)[NH:9][C:10]2[CH:15]=[CH:14][C:13]([O:16][C:17]3[C:26]4[C:21](=[CH:22][C:23]([O:30][CH3:31])=[C:24]([C:27](=[O:29])[NH2:28])[CH:25]=4)[N:20]=[CH:19][CH:18]=3)=[CH:12][C:11]=2[CH3:32])C=CC=CC=1.CS(C)=O.[CH3:38][NH2:39].O1CCCC1. Product: [C:27]([C:24]1[CH:25]=[C:26]2[C:21](=[CH:22][C:23]=1[O:30][CH3:31])[N:20]=[CH:19][CH:18]=[C:17]2[O:16][C:13]1[CH:14]=[CH:15][C:10]([NH:9][C:8]([NH:39][CH3:38])=[O:7])=[C:11]([CH3:32])[CH:12]=1)(=[O:29])[NH2:28]. The catalyst class is: 84.